This data is from NCI-60 drug combinations with 297,098 pairs across 59 cell lines. The task is: Regression. Given two drug SMILES strings and cell line genomic features, predict the synergy score measuring deviation from expected non-interaction effect. Drug 1: C1=NNC2=C1C(=O)NC=N2. Cell line: NCIH23. Drug 2: C(CCl)NC(=O)N(CCCl)N=O. Synergy scores: CSS=6.30, Synergy_ZIP=-1.71, Synergy_Bliss=-0.334, Synergy_Loewe=-0.824, Synergy_HSA=-0.976.